From a dataset of hERG Central: cardiac toxicity at 1µM, 10µM, and general inhibition. Predict hERG channel inhibition at various concentrations. (1) The molecule is Cc1ccc(OCC(=O)N2CCN(Cc3ccc([N+](=O)[O-])cc3)CC2)cc1.O=C(O)C(=O)O. Results: hERG_inhib (hERG inhibition (general)): blocker. (2) Results: hERG_inhib (hERG inhibition (general)): blocker. The drug is COc1cc(C(=O)NCC2(N(C)C)CCCCC2)ccc1OCc1ccccc1. (3) The molecule is CN(C)CCn1c(C(=O)Nc2ccccc2)cc2ccccc21.Cl. Results: hERG_inhib (hERG inhibition (general)): blocker. (4) The compound is CCOc1ccccc1CN1CCN(Cc2[nH]c3ccccc3c2C)CC1CCO. Results: hERG_inhib (hERG inhibition (general)): blocker. (5) The molecule is CCOCCCNC(=O)c1cn(CC)c2ccc(S(=O)(=O)N(C)C3CCCCC3)cc2c1=O. Results: hERG_inhib (hERG inhibition (general)): blocker. (6) The drug is Cc1oc(-c2cccc(Cl)c2)nc1CN1CCC(C(=O)N2CCN(c3ccccc3F)CC2)CC1. Results: hERG_inhib (hERG inhibition (general)): blocker. (7) The molecule is COc1ccccc1N1CCN(C(=O)c2cc(=O)c3cc(C)ccc3o2)CC1. Results: hERG_inhib (hERG inhibition (general)): blocker. (8) The drug is CC[C@@H](C)C(NC(=O)OC(C)(C)C)c1cn([C@@H](Cc2ccc(O)cc2)C(=O)N2CCN(C(=O)OC(C)(C)C)CC2)nn1. Results: hERG_inhib (hERG inhibition (general)): blocker. (9) The compound is O=C(NCCCC1CCCC1)C1CCC(=O)N(Cc2ccc(Cl)cc2)C1. Results: hERG_inhib (hERG inhibition (general)): blocker.